The task is: Predict the product of the given reaction.. This data is from Forward reaction prediction with 1.9M reactions from USPTO patents (1976-2016). (1) Given the reactants [Cl:1][C:2]1[CH:7]=[CH:6][C:5]([CH:8]=[CH:9][C:10]2[CH:11]=[C:12]([OH:16])[CH:13]=[CH:14][CH:15]=2)=[CH:4][CH:3]=1, predict the reaction product. The product is: [Cl:1][C:2]1[CH:7]=[CH:6][C:5]([CH2:8][CH2:9][C:10]2[CH:11]=[C:12]([OH:16])[CH:13]=[CH:14][CH:15]=2)=[CH:4][CH:3]=1. (2) Given the reactants [CH2:1]([N:3]([CH2:50][CH3:51])[CH2:4][CH2:5][N:6]([C:24]([CH2:26][N:27]1[CH:32]=[C:31]([CH2:33][C:34]2[CH:35]=[N:36][N:37]([CH3:39])[CH:38]=2)[C:30](=[O:40])[N:29]=[C:28]1[S:41][CH2:42][C:43]1[CH:48]=[CH:47][C:46]([F:49])=[CH:45][CH:44]=1)=[O:25])[CH2:7][C:8]1[CH:9]=[CH:10][C:11]([C:14]2[CH:19]=[CH:18][C:17]([C:20]([F:23])([F:22])[F:21])=[CH:16][CH:15]=2)=[N:12][CH:13]=1)[CH3:2].[ClH:52].CCOCC, predict the reaction product. The product is: [ClH:52].[CH2:50]([N:3]([CH2:1][CH3:2])[CH2:4][CH2:5][N:6]([C:24]([CH2:26][N:27]1[CH:32]=[C:31]([CH2:33][C:34]2[CH:35]=[N:36][N:37]([CH3:39])[CH:38]=2)[C:30](=[O:40])[N:29]=[C:28]1[S:41][CH2:42][C:43]1[CH:48]=[CH:47][C:46]([F:49])=[CH:45][CH:44]=1)=[O:25])[CH2:7][C:8]1[CH:9]=[CH:10][C:11]([C:14]2[CH:19]=[CH:18][C:17]([C:20]([F:21])([F:22])[F:23])=[CH:16][CH:15]=2)=[N:12][CH:13]=1)[CH3:51]. (3) Given the reactants [N:1]1[CH:6]=[CH:5][C:4]([C:7]2[S:8][CH:9]=[C:10]([C:12]3[C:13](=[O:24])[NH:14][C:15]4[C:20]([CH:21]=3)=[CH:19][CH:18]=[C:17]([CH:22]=O)[CH:16]=4)[N:11]=2)=[CH:3][CH:2]=1.[CH2:25]([NH2:29])[CH:26]([CH3:28])[CH3:27], predict the reaction product. The product is: [CH2:25]([NH:29][CH2:22][C:17]1[CH:16]=[C:15]2[C:20]([CH:21]=[C:12]([C:10]3[N:11]=[C:7]([C:4]4[CH:5]=[CH:6][N:1]=[CH:2][CH:3]=4)[S:8][CH:9]=3)[C:13](=[O:24])[NH:14]2)=[CH:19][CH:18]=1)[CH:26]([CH3:28])[CH3:27]. (4) The product is: [C:18]([C:22]1[CH:27]=[CH:26][C:25]([C:14]2[C:15]3[O:16][C:8]([C:4]4[CH:5]=[CH:6][CH:7]=[C:2]([F:1])[CH:3]=4)=[CH:9][C:10]=3[CH:11]=[N:12][CH:13]=2)=[CH:24][CH:23]=1)([CH3:21])([CH3:20])[CH3:19]. Given the reactants [F:1][C:2]1[CH:3]=[C:4]([C:8]2[O:16][C:15]3[C:14](I)=[CH:13][N:12]=[CH:11][C:10]=3[CH:9]=2)[CH:5]=[CH:6][CH:7]=1.[C:18]([C:22]1[CH:27]=[CH:26][C:25](B(O)O)=[CH:24][CH:23]=1)([CH3:21])([CH3:20])[CH3:19].C(=O)([O-])[O-].[Na+].[Na+], predict the reaction product. (5) Given the reactants [Cl:1][C:2]1[CH:7]=[CH:6][C:5]([C:8]2[CH:16]=[CH:15][CH:14]=[C:13]3[C:9]=2[CH2:10][C:11](=[O:17])[NH:12]3)=[CH:4][CH:3]=1.[CH2:18]([N:20]([CH2:34][CH3:35])[CH2:21][CH2:22][NH:23][C:24]([C:26]1[NH:27][C:28]([CH:32]=O)=[C:29]([CH3:31])[CH:30]=1)=[O:25])[CH3:19], predict the reaction product. The product is: [CH2:34]([N:20]([CH2:18][CH3:19])[CH2:21][CH2:22][NH:23][C:24]([C:26]1[NH:27][C:28]([CH:32]=[C:10]2[C:9]3[C:13](=[CH:14][CH:15]=[CH:16][C:8]=3[C:5]3[CH:4]=[CH:3][C:2]([Cl:1])=[CH:7][CH:6]=3)[NH:12][C:11]2=[O:17])=[C:29]([CH3:31])[CH:30]=1)=[O:25])[CH3:35]. (6) The product is: [F:35][C:29]1[C:30]([CH:32]([CH3:33])[CH3:34])=[CH:31][C:26]([C:17]2[CH:18]=[CH:19][C:20]([C:22]([F:24])([F:25])[F:23])=[CH:21][C:16]=2[CH2:15][OH:14])=[C:27]([O:37][CH3:38])[C:28]=1[OH:36]. Given the reactants [F-].C([NH3+])(C)(C)C.[Si]([O:14][CH2:15][C:16]1[CH:21]=[C:20]([C:22]([F:25])([F:24])[F:23])[CH:19]=[CH:18][C:17]=1[C:26]1[CH:31]=[C:30]([CH:32]([CH3:34])[CH3:33])[C:29]([F:35])=[C:28]([OH:36])[C:27]=1[O:37][CH3:38])(C(C)(C)C)(C)C.[NH4+].[Cl-], predict the reaction product. (7) Given the reactants C([Li])CCC.[CH3:6][C:7]([CH3:25])([CH3:24])[C:8]([NH:10][C:11]1[N:16]=[C:15]([NH:17][C:18](=[O:23])[C:19]([CH3:22])([CH3:21])[CH3:20])[CH:14]=[CH:13][CH:12]=1)=[O:9].[C:26](=[O:28])=[O:27].Cl, predict the reaction product. The product is: [CH3:20][C:19]([CH3:22])([CH3:21])[C:18]([NH:17][C:15]1[N:16]=[C:11]([NH:10][C:8](=[O:9])[C:7]([CH3:25])([CH3:24])[CH3:6])[CH:12]=[CH:13][C:14]=1[C:26]([OH:28])=[O:27])=[O:23].